From a dataset of Catalyst prediction with 721,799 reactions and 888 catalyst types from USPTO. Predict which catalyst facilitates the given reaction. Product: [CH3:1][O:2][C:3](=[O:19])[CH2:4][C:5]1([N:11]2[C:12]3[CH:17]=[CH:16][CH:15]=[CH:14][C:13]=3[NH:18][C:20]2=[O:21])[CH2:10][CH2:9][CH2:8][CH2:7][CH2:6]1. Reactant: [CH3:1][O:2][C:3](=[O:19])[CH2:4][C:5]1([NH:11][C:12]2[CH:17]=[CH:16][CH:15]=[CH:14][C:13]=2[NH2:18])[CH2:10][CH2:9][CH2:8][CH2:7][CH2:6]1.[C:20](N1C=CN=C1)(N1C=CN=C1)=[O:21]. The catalyst class is: 1.